From a dataset of Forward reaction prediction with 1.9M reactions from USPTO patents (1976-2016). Predict the product of the given reaction. (1) Given the reactants [CH3:1][N:2]([CH2:18][C:19]1[O:20][C:21]2[CH:28]=[CH:27][CH:26]=[CH:25][C:22]=2[C:23]=1[CH3:24])[C:3](=[O:17])/[CH:4]=[CH:5]/[C:6]1[CH:16]=[N:15][C:9]2[NH:10][CH2:11][CH2:12][NH:13][CH2:14][C:8]=2[CH:7]=1.[ClH:29], predict the reaction product. The product is: [ClH:29].[CH3:1][N:2]([CH2:18][C:19]1[O:20][C:21]2[CH:28]=[CH:27][CH:26]=[CH:25][C:22]=2[C:23]=1[CH3:24])[C:3](=[O:17])/[CH:4]=[CH:5]/[C:6]1[CH:16]=[N:15][C:9]2[NH:10][CH2:11][CH2:12][NH:13][CH2:14][C:8]=2[CH:7]=1. (2) Given the reactants [CH:1]([CH:3](Cl)[C:4]1[CH:9]=[CH:8][CH:7]=[CH:6][CH:5]=1)=[CH2:2].CN(C)C=O.[N-:16]=[N+:17]=[N-:18].[Na+], predict the reaction product. The product is: [CH:1]([CH:3]([N:16]=[N+:17]=[N-:18])[C:4]1[CH:9]=[CH:8][CH:7]=[CH:6][CH:5]=1)=[CH2:2]. (3) Given the reactants [F:1][C:2]1[CH:7]=[CH:6][CH:5]=[C:4]([F:8])[C:3]=1[C:9]1[S:10][C:11]([NH:36]C(=O)OC(C)(C)C)=[C:12]([C:14](=[O:35])[NH:15][C:16]2[CH:17]=[N:18][N:19]([CH3:34])[C:20]=2[C:21]2[CH2:22][CH2:23][N:24](C(OC(C)(C)C)=O)[CH2:25][CH:26]=2)[N:13]=1.Cl, predict the reaction product. The product is: [NH2:36][C:11]1[S:10][C:9]([C:3]2[C:2]([F:1])=[CH:7][CH:6]=[CH:5][C:4]=2[F:8])=[N:13][C:12]=1[C:14]([NH:15][C:16]1[CH:17]=[N:18][N:19]([CH3:34])[C:20]=1[C:21]1[CH2:22][CH2:23][NH:24][CH2:25][CH:26]=1)=[O:35]. (4) Given the reactants CC(OC(/N=N/C(OC(C)C)=O)=O)C.[N:15]1([C@@H:21]2[C:29]3[C:24](=[CH:25][CH:26]=[CH:27][CH:28]=3)[CH2:23][C@H:22]2[OH:30])[CH2:20][CH2:19][CH2:18][CH2:17][CH2:16]1.O[C:32]1[CH:33]=[C:34]([NH:38][C:39](=[O:41])[CH3:40])[CH:35]=[CH:36][CH:37]=1.C1C=CC(P(C2C=CC=CC=2)C2C=CC=CC=2)=CC=1, predict the reaction product. The product is: [N:15]1([C@H:21]2[CH2:29][C:24]3[C:23](=[CH:28][CH:27]=[CH:26][CH:25]=3)[C@@H:22]2[O:30][C:32]2[CH:33]=[C:34]([NH:38][C:39](=[O:41])[CH3:40])[CH:35]=[CH:36][CH:37]=2)[CH2:16][CH2:17][CH2:18][CH2:19][CH2:20]1. (5) Given the reactants [CH3:1][N:2]([CH3:24])[CH2:3][CH2:4][CH2:5][N:6]1[CH2:11][CH2:10][S:9][C:8]2[CH:12]=[C:13]([NH:16][C:17]([C:19]3[S:20][CH:21]=[CH:22][CH:23]=3)=[NH:18])[CH:14]=[CH:15][C:7]1=2.[ClH:25], predict the reaction product. The product is: [ClH:25].[ClH:25].[CH3:24][N:2]([CH3:1])[CH2:3][CH2:4][CH2:5][N:6]1[CH2:11][CH2:10][S:9][C:8]2[CH:12]=[C:13]([NH:16][C:17]([C:19]3[S:20][CH:21]=[CH:22][CH:23]=3)=[NH:18])[CH:14]=[CH:15][C:7]1=2.